Dataset: Reaction yield outcomes from USPTO patents with 853,638 reactions. Task: Predict the reaction yield, written as a fraction of the theoretical maximum amount of product (1.0 means a 100% yield; for example, 0.34 means a 34% yield). The reactants are Br[C:2]1[CH:7]=[CH:6][C:5]([N:8]2[C:12]([CH2:13][C@@H:14]3[CH2:18][CH2:17][N:16]([C:19]([CH:21]4[CH2:23][CH2:22]4)=[O:20])[CH2:15]3)=[N:11][NH:10][C:9]2=[O:24])=[C:4]([CH3:25])[CH:3]=1.CC1(C)C(C)(C)OB([C:34]2[CH:35]=[CH:36][C:37]3[O:41][CH:40]=[CH:39][C:38]=3[CH:42]=2)O1.C([O-])([O-])=O.[K+].[K+].O1CCOCC1. The catalyst is C1C=CC(P(C2C=CC=CC=2)[C-]2C=CC=C2)=CC=1.C1C=CC(P(C2C=CC=CC=2)[C-]2C=CC=C2)=CC=1.Cl[Pd]Cl.[Fe+2].O. The product is [O:41]1[C:37]2[CH:36]=[CH:35][C:34]([C:2]3[CH:7]=[CH:6][C:5]([N:8]4[C:12]([CH2:13][C@@H:14]5[CH2:18][CH2:17][N:16]([C:19]([CH:21]6[CH2:23][CH2:22]6)=[O:20])[CH2:15]5)=[N:11][NH:10][C:9]4=[O:24])=[C:4]([CH3:25])[CH:3]=3)=[CH:42][C:38]=2[CH:39]=[CH:40]1. The yield is 0.366.